From a dataset of Blood-brain barrier permeability classification from the B3DB database. Regression/Classification. Given a drug SMILES string, predict its absorption, distribution, metabolism, or excretion properties. Task type varies by dataset: regression for continuous measurements (e.g., permeability, clearance, half-life) or binary classification for categorical outcomes (e.g., BBB penetration, CYP inhibition). Dataset: b3db_classification. (1) The molecule is NCC(CS(=O)(=O)O)c1ccc(Cl)cc1. The result is 1 (penetrates BBB). (2) The compound is O=C(Cc1ccc(Cl)c(Cl)c1)N1CCc2ccccc2C1CN1CCCC1. The result is 1 (penetrates BBB). (3) The molecule is CC[C@@]1(O)C[C@H](O[C@H]2C[C@H](N(C)C)[C@H](O[C@H]3C[C@H](O)[C@H](O[C@H]4CCC(=O)[C@H](C)O4)[C@H](C)O3)[C@H](C)O2)c2c(cc3c(c2O)C(=O)c2c(O)cccc2C3=O)[C@H]1C(=O)OC. The result is 0 (does not penetrate BBB). (4) The compound is CCOC(=O)[C@H](CCc1ccccc1)N[C@@H](C)C(=O)N1[C@H](C(=O)O)C[C@@H]2CCC[C@@H]21. The result is 0 (does not penetrate BBB). (5) The molecule is CCOC(=O)N1CCN(C(=O)Cc2ccc(Cl)c(Cl)c2)[C@@H](CN2CCCC2)C1. The result is 1 (penetrates BBB).